This data is from Peptide-MHC class I binding affinity with 185,985 pairs from IEDB/IMGT. The task is: Regression. Given a peptide amino acid sequence and an MHC pseudo amino acid sequence, predict their binding affinity value. This is MHC class I binding data. (1) The peptide sequence is RKRLMSMVK. The MHC is HLA-B08:02 with pseudo-sequence HLA-B08:02. The binding affinity (normalized) is 0.0847. (2) The peptide sequence is MGVQMQRFK. The MHC is HLA-A03:01 with pseudo-sequence HLA-A03:01. The binding affinity (normalized) is 0.199. (3) The peptide sequence is SVGTGILFM. The MHC is HLA-A02:01 with pseudo-sequence HLA-A02:01. The binding affinity (normalized) is 0.0845. (4) The peptide sequence is LAPPQHLIRV. The MHC is HLA-A02:03 with pseudo-sequence HLA-A02:03. The binding affinity (normalized) is 0.230.